Predict the reaction yield, written as a fraction of the theoretical maximum amount of product (1.0 means a 100% yield; for example, 0.34 means a 34% yield). From a dataset of Reaction yield outcomes from USPTO patents with 853,638 reactions. (1) The reactants are [C:1]([C:3]1[N:4]=[CH:5][N:6]([CH3:11])[C:7]=1[C:8](O)=[O:9])#[N:2].[CH2:12]([SH:14])[CH3:13].C1CCC(N=C=NC2CCCCC2)CC1. The catalyst is CN(C1C=CN=CC=1)C.C(Cl)Cl. The product is [C:1]([C:3]1[N:4]=[CH:5][N:6]([CH3:11])[C:7]=1[C:8](=[O:9])[S:14][CH2:12][CH3:13])#[N:2]. The yield is 0.930. (2) The reactants are [CH:1](=[N:8]/[C:9]1[CH:17]=[CH:16][CH:15]=[C:14]2[C:10]=1[CH2:11][O:12][C:13]2=[O:18])\[C:2]1[CH:7]=[CH:6][CH:5]=[CH:4][CH:3]=1.[O:19]1[CH:23]=[CH:22][C:21]([CH:24]=O)=[CH:20]1.[CH2:26]([OH:28])[CH3:27]. The catalyst is C(OCC)(=O)CC. The product is [O:19]1[CH:23]=[CH:22][C:21]([CH:24]2[C:26](=[O:28])[C:27]3[C:14]([C:13]([O:12][CH2:11][CH3:10])=[O:18])=[CH:15][CH:16]=[CH:17][C:9]=3[NH:8][CH:1]2[C:2]2[CH:3]=[CH:4][CH:5]=[CH:6][CH:7]=2)=[CH:20]1. The yield is 0.0500.